From a dataset of TCR-epitope binding with 47,182 pairs between 192 epitopes and 23,139 TCRs. Binary Classification. Given a T-cell receptor sequence (or CDR3 region) and an epitope sequence, predict whether binding occurs between them. (1) The epitope is IPIQASLPF. The TCR CDR3 sequence is CASRDILTSYNEQFF. Result: 0 (the TCR does not bind to the epitope). (2) The epitope is TAFTIPSI. The TCR CDR3 sequence is CASSEIGLSNTGELFF. Result: 0 (the TCR does not bind to the epitope). (3) The epitope is QVPLRPMTYK. The TCR CDR3 sequence is CASSLSGGSPLHF. Result: 0 (the TCR does not bind to the epitope). (4) The epitope is EEHVQIHTI. The TCR CDR3 sequence is CSVGEGRGDEQYF. Result: 1 (the TCR binds to the epitope).